This data is from Reaction yield outcomes from USPTO patents with 853,638 reactions. The task is: Predict the reaction yield, written as a fraction of the theoretical maximum amount of product (1.0 means a 100% yield; for example, 0.34 means a 34% yield). (1) The reactants are [Cl:1][CH2:2][C:3]1[CH:8]=[CH:7][C:6]([CH2:9][C:10]#[N:11])=[CH:5][CH:4]=1.[NH2:12][C:13]([NH2:15])=[S:14]. The catalyst is CO. The product is [ClH:1].[C:10]([CH2:9][C:6]1[CH:7]=[CH:8][C:3]([CH2:2][S:14][C:13](=[NH:12])[NH2:15])=[CH:4][CH:5]=1)#[N:11]. The yield is 0.750. (2) The reactants are [F:1][C:2]([F:20])([F:19])[C:3](O)=[CH:4][C:5]([C:7]1[CH:17]=[CH:16][C:10]2[O:11][CH2:12][C:13](=[O:15])[NH:14][C:9]=2[CH:8]=1)=O.[C:21]1([NH:27][NH2:28])[CH:26]=[CH:25][CH:24]=[CH:23][CH:22]=1. The catalyst is C(O)C. The product is [C:21]1([N:27]2[C:5]([C:7]3[CH:17]=[CH:16][C:10]4[O:11][CH2:12][C:13](=[O:15])[NH:14][C:9]=4[CH:8]=3)=[CH:4][C:3]([C:2]([F:20])([F:19])[F:1])=[N:28]2)[CH:26]=[CH:25][CH:24]=[CH:23][CH:22]=1. The yield is 0.180. (3) The reactants are [C:1]([CH2:4][C:5](=[O:7])[CH3:6])(=[O:3])[CH3:2].B([O:19][CH2:20][CH2:21][CH2:22]C)([O:19][CH2:20][CH2:21][CH2:22]C)[O:19][CH2:20][CH2:21][CH2:22]C.[OH:24][C:25]1[CH:32]=[CH:31][C:28]([CH:29]=O)=[CH:27][C:26]=1[O:33][CH3:34].[CH2:35](N)[CH2:36][CH2:37][CH3:38].CN([CH:43]=[O:44])C. The catalyst is C(O)(=O)C.C(OCC)(=O)C. The product is [CH3:34][O:33][C:26]1[C:25]([OH:24])=[CH:32][CH:31]=[C:28](/[CH:29]=[CH:2]/[C:1]([CH2:4][C:5](/[CH:6]=[CH:38]/[C:37]2[CH:22]=[C:21]([O:44][CH3:43])[C:20]([OH:19])=[CH:35][CH:36]=2)=[O:7])=[O:3])[CH:27]=1. The yield is 0.450. (4) The reactants are [F:1][C:2]1[CH:11]=[C:10]2[C:5]([CH:6]=[CH:7][C:8]([CH3:12])=[N:9]2)=[C:4]([N:13]2[CH2:18][CH2:17][NH:16][CH2:15][CH2:14]2)[CH:3]=1.Cl[CH2:20][C:21]([C:23]1[CH:24]=[CH:25][C:26]2[O:31][CH2:30][C:29](=[O:32])[NH:28][C:27]=2[CH:33]=1)=[O:22].C(N(CC)C(C)C)(C)C. The catalyst is C(#N)C. The product is [F:1][C:2]1[CH:11]=[C:10]2[C:5]([CH:6]=[CH:7][C:8]([CH3:12])=[N:9]2)=[C:4]([N:13]2[CH2:14][CH2:15][N:16]([CH2:20][C:21]([C:23]3[CH:24]=[CH:25][C:26]4[O:31][CH2:30][C:29](=[O:32])[NH:28][C:27]=4[CH:33]=3)=[O:22])[CH2:17][CH2:18]2)[CH:3]=1. The yield is 0.770. (5) The yield is 0.880. The catalyst is C(O)C. The product is [CH3:28][C:3]1([CH3:29])[CH:2]([C:30]2[CH:39]=[CH:38][C:37]3[C:32](=[CH:33][CH:34]=[CH:35][CH:36]=3)[CH:31]=2)[C:6]2[C:7]([CH3:27])=[C:8]([N:13]3[CH2:18][CH2:17][N:16]([C:19]4[CH:20]=[CH:21][C:22]([O:25][CH3:26])=[CH:23][CH:24]=4)[CH2:15][CH2:14]3)[C:9]([CH3:12])=[C:10]([CH3:11])[C:5]=2[O:4]1. The reactants are O[C:2]1([C:30]2[CH:39]=[CH:38][C:37]3[C:32](=[CH:33][CH:34]=[CH:35][CH:36]=3)[CH:31]=2)[C:6]2[C:7]([CH3:27])=[C:8]([N:13]3[CH2:18][CH2:17][N:16]([C:19]4[CH:24]=[CH:23][C:22]([O:25][CH3:26])=[CH:21][CH:20]=4)[CH2:15][CH2:14]3)[C:9]([CH3:12])=[C:10]([CH3:11])[C:5]=2[O:4][C:3]1([CH3:29])[CH3:28]. (6) The catalyst is O1CCOCC1.C1C=CC(P(C2C=CC=CC=2)[C-]2C=CC=C2)=CC=1.C1C=CC(P(C2C=CC=CC=2)[C-]2C=CC=C2)=CC=1.Cl[Pd]Cl.[Fe+2]. The product is [CH3:26][N:25]([CH3:27])[CH2:24][CH2:23][O:22][C:15]1[N:14]=[CH:13][C:12]([NH:11][C:9](=[O:10])[CH2:8][C:5]2[CH:6]=[CH:7][C:2]([B:32]3[O:33][C:34]([CH3:36])([CH3:35])[C:30]([CH3:46])([CH3:29])[O:31]3)=[CH:3][C:4]=2[F:28])=[CH:17][C:16]=1[C:18]([F:21])([F:20])[F:19]. The yield is 0.354. The reactants are Br[C:2]1[CH:7]=[CH:6][C:5]([CH2:8][C:9]([NH:11][C:12]2[CH:13]=[N:14][C:15]([O:22][CH2:23][CH2:24][N:25]([CH3:27])[CH3:26])=[C:16]([C:18]([F:21])([F:20])[F:19])[CH:17]=2)=[O:10])=[C:4]([F:28])[CH:3]=1.[CH3:29][C:30]1([CH3:46])[C:34]([CH3:36])([CH3:35])[O:33][B:32]([B:32]2[O:33][C:34]([CH3:36])([CH3:35])[C:30]([CH3:46])([CH3:29])[O:31]2)[O:31]1.C([O-])(=O)C.[K+]. (7) The reactants are [NH2:1][C:2]1[CH:10]=[C:9]([O:11][CH3:12])[CH:8]=[C:7]([O:13][CH3:14])[C:3]=1[C:4]([NH2:6])=[O:5].[N:15]1[CH:20]=[CH:19][C:18]([CH:21]=O)=[CH:17][CH:16]=1.COC1C=C(OC)C=C2C=1C(=O)NC(C1C=CC=CN=1)=N2. No catalyst specified. The product is [CH3:14][O:13][C:7]1[CH:8]=[C:9]([O:11][CH3:12])[CH:10]=[C:2]2[C:3]=1[C:4](=[O:5])[NH:6][C:21]([C:18]1[CH:19]=[CH:20][N:15]=[CH:16][CH:17]=1)=[N:1]2. The yield is 0.630.